Dataset: Full USPTO retrosynthesis dataset with 1.9M reactions from patents (1976-2016). Task: Predict the reactants needed to synthesize the given product. (1) Given the product [ClH:52].[NH2:8][CH2:9][C:10]([O:12][C:13]1([CH2:16][CH2:17][O:18][C:19]2[CH:28]=[C:27]3[C:22]([C:23]([O:29][C:30]4[CH:35]=[CH:34][C:33]([NH:36][C:37]([C:39]5([C:42](=[O:50])[NH:43][C:44]6[CH:45]=[CH:46][CH:47]=[CH:48][CH:49]=6)[CH2:40][CH2:41]5)=[O:38])=[CH:32][C:31]=4[F:51])=[CH:24][CH:25]=[N:26]3)=[CH:21][CH:20]=2)[CH2:14][CH2:15]1)=[O:11], predict the reactants needed to synthesize it. The reactants are: C(OC([NH:8][CH2:9][C:10]([O:12][C:13]1([CH2:16][CH2:17][O:18][C:19]2[CH:28]=[C:27]3[C:22]([C:23]([O:29][C:30]4[CH:35]=[CH:34][C:33]([NH:36][C:37]([C:39]5([C:42](=[O:50])[NH:43][C:44]6[CH:49]=[CH:48][CH:47]=[CH:46][CH:45]=6)[CH2:41][CH2:40]5)=[O:38])=[CH:32][C:31]=4[F:51])=[CH:24][CH:25]=[N:26]3)=[CH:21][CH:20]=2)[CH2:15][CH2:14]1)=[O:11])=O)(C)(C)C.[ClH:52]. (2) The reactants are: [NH2:1][C@H:2]1[CH2:6][CH2:5][N:4]([CH:7]2[CH2:12][CH2:11][N:10]([C:13]3[S:17][N:16]=[C:15]([CH:18]([CH3:20])[CH3:19])[N:14]=3)[CH2:9][CH2:8]2)[C:3]1=[O:21].Br[C:23]1[CH:28]=[CH:27][C:26]([S:29]([CH2:32][CH3:33])(=[O:31])=[O:30])=[C:25]([CH3:34])[CH:24]=1.C1(P(C2C=CC=CC=2)C2C=CC3C(=CC=CC=3)C=2C2C3C(=CC=CC=3)C=CC=2P(C2C=CC=CC=2)C2C=CC=CC=2)C=CC=CC=1.CC([O-])(C)C.[Na+]. Given the product [CH2:32]([S:29]([C:26]1[CH:27]=[CH:28][C:23]([NH:1][CH:2]2[CH2:6][CH2:5][N:4]([CH:7]3[CH2:8][CH2:9][N:10]([C:13]4[S:17][N:16]=[C:15]([CH:18]([CH3:19])[CH3:20])[N:14]=4)[CH2:11][CH2:12]3)[C:3]2=[O:21])=[CH:24][C:25]=1[CH3:34])(=[O:31])=[O:30])[CH3:33], predict the reactants needed to synthesize it. (3) Given the product [Cl:1][C:2]1[N:11]=[C:10]2[C:5]([C:6](=[O:18])[CH:7]=[CH:8][N:9]2[CH:12]2[CH2:14][CH2:13]2)=[CH:4][C:3]=1[F:19], predict the reactants needed to synthesize it. The reactants are: [Cl:1][C:2]1[N:11]=[C:10]2[C:5]([C:6](=[O:18])[C:7](C(O)=O)=[CH:8][N:9]2[CH:12]2[CH2:14][CH2:13]2)=[CH:4][C:3]=1[F:19].C1C=CC(C2C=CC=CC=2)=CC=1.C1C=CC(OC2C=CC=CC=2)=CC=1.CC(=O)OCC. (4) Given the product [Cl:1][C:2]1[CH:3]=[CH:4][C:5]([S:8]([CH:11]([C:21]2[CH:26]=[C:25]([F:27])[CH:24]=[CH:23][C:22]=2[F:28])[C:12]2[CH:13]=[CH:14][C:15]([C:18]([N:35]([CH3:36])[CH3:34])=[O:20])=[CH:16][N:17]=2)(=[O:10])=[O:9])=[CH:6][CH:7]=1, predict the reactants needed to synthesize it. The reactants are: [Cl:1][C:2]1[CH:7]=[CH:6][C:5]([S:8]([CH:11]([C:21]2[CH:26]=[C:25]([F:27])[CH:24]=[CH:23][C:22]=2[F:28])[C:12]2[N:17]=[CH:16][C:15]([C:18]([OH:20])=O)=[CH:14][CH:13]=2)(=[O:10])=[O:9])=[CH:4][CH:3]=1.O1CCCC1.[CH3:34][NH:35][CH3:36].C(N(CC)CC)C.Cl.C(N=C=NCCCN(C)C)C. (5) Given the product [NH2:28][C:29]1[C:34]([C:35]#[N:36])=[C:33]([NH:1][C@H:2]([C:4]2[N:9]([C:10]3[CH:15]=[CH:14][CH:13]=[CH:12][CH:11]=3)[C:8](=[O:16])[C:7]3=[C:17]([S:20][C:21]4[CH:26]=[CH:25][CH:24]=[CH:23][C:22]=4[OH:27])[CH:18]=[CH:19][N:6]3[N:5]=2)[CH3:3])[N:32]=[CH:31][N:30]=1, predict the reactants needed to synthesize it. The reactants are: [NH2:1][C@H:2]([C:4]1[N:9]([C:10]2[CH:15]=[CH:14][CH:13]=[CH:12][CH:11]=2)[C:8](=[O:16])[C:7]2=[C:17]([S:20][C:21]3[CH:26]=[CH:25][CH:24]=[CH:23][C:22]=3[OH:27])[CH:18]=[CH:19][N:6]2[N:5]=1)[CH3:3].[NH2:28][C:29]1[C:34]([C:35]#[N:36])=[C:33](Cl)[N:32]=[CH:31][N:30]=1.C(N(CC)C(C)C)(C)C. (6) The reactants are: [C:1](/[C:3](=[C:7](/[N:9]1[CH2:15][CH2:14][CH2:13][N:12]([C:16]2[CH:21]=[CH:20][N:19]=[CH:18][CH:17]=2)[CH2:11][CH2:10]1)\[CH3:8])/[C:4](=[S:6])[NH2:5])#[N:2].[CH3:22]OC(OC)N(C)C.[OH-].[Na+].Cl[CH2:33][C:34]([NH2:36])=[O:35]. Given the product [NH2:2][C:1]1[C:3]2[C:4](=[N:5][CH:22]=[CH:8][C:7]=2[N:9]2[CH2:15][CH2:14][CH2:13][N:12]([C:16]3[CH:21]=[CH:20][N:19]=[CH:18][CH:17]=3)[CH2:11][CH2:10]2)[S:6][C:33]=1[C:34]([NH2:36])=[O:35], predict the reactants needed to synthesize it.